This data is from Catalyst prediction with 721,799 reactions and 888 catalyst types from USPTO. The task is: Predict which catalyst facilitates the given reaction. (1) Product: [CH3:29][C:23]1[NH:24][C:25]2[C:21]([N:22]=1)=[C:20]([NH:18][C@H:16]([C:8]1[N:7]([C:1]3[CH:2]=[CH:3][CH:4]=[CH:5][CH:6]=3)[C:11]3[CH:12]=[CH:13][CH:14]=[CH:15][C:10]=3[N:9]=1)[CH3:17])[N:28]=[CH:27][N:26]=2. Reactant: [C:1]1([N:7]2[C:11]3[CH:12]=[CH:13][CH:14]=[CH:15][C:10]=3[N:9]=[C:8]2[C@@H:16]([NH2:18])[CH3:17])[CH:6]=[CH:5][CH:4]=[CH:3][CH:2]=1.Cl[C:20]1[N:28]=[CH:27][N:26]=[C:25]2[C:21]=1[N:22]=[C:23]([CH3:29])[NH:24]2.C(N(C(C)C)C(C)C)C. The catalyst class is: 51. (2) Reactant: [ClH:1].[P:2]([O:14][CH2:15][C@@H:16]1[CH2:20][CH2:19][CH2:18][N:17]1[CH2:21][CH2:22][CH2:23][O:24][C:25]1[CH:34]=[C:33]2[C:28]([C:29]([NH:35][C:36]3[S:37][C:38]([CH2:41][C:42]([NH:44][C:45]4[CH:50]=[CH:49][CH:48]=[C:47]([F:51])[CH:46]=4)=[O:43])=[CH:39][N:40]=3)=[N:30][CH:31]=[N:32]2)=[CH:27][C:26]=1[O:52][CH3:53])([O:9]C(C)(C)C)([O:4]C(C)(C)C)=[O:3]. Product: [ClH:1].[ClH:1].[P:2]([OH:4])([OH:9])([O:14][CH2:15][C@@H:16]1[CH2:20][CH2:19][CH2:18][N:17]1[CH2:21][CH2:22][CH2:23][O:24][C:25]1[CH:34]=[C:33]2[C:28]([C:29]([NH:35][C:36]3[S:37][C:38]([CH2:41][C:42]([NH:44][C:45]4[CH:50]=[CH:49][CH:48]=[C:47]([F:51])[CH:46]=4)=[O:43])=[CH:39][N:40]=3)=[N:30][CH:31]=[N:32]2)=[CH:27][C:26]=1[O:52][CH3:53])=[O:3]. The catalyst class is: 12.